This data is from Full USPTO retrosynthesis dataset with 1.9M reactions from patents (1976-2016). The task is: Predict the reactants needed to synthesize the given product. (1) Given the product [CH:21]1([C:13]2[C:12]([N:24]([CH2:29][CH2:30][CH2:31][OH:32])[S:25]([CH3:28])(=[O:26])=[O:27])=[CH:11][C:10]3[C:15](=[C:16]([C:17]([NH:19][CH3:20])=[O:18])[N:8]([C:5]4[CH:4]=[CH:3][C:2]([CH:33]5[CH2:35][CH2:34]5)=[CH:7][CH:6]=4)[N:9]=3)[CH:14]=2)[CH2:23][CH2:22]1, predict the reactants needed to synthesize it. The reactants are: Br[C:2]1[CH:7]=[CH:6][C:5]([N:8]2[C:16]([C:17]([NH:19][CH3:20])=[O:18])=[C:15]3[C:10]([CH:11]=[C:12]([N:24]([CH2:29][CH2:30][CH2:31][OH:32])[S:25]([CH3:28])(=[O:27])=[O:26])[C:13]([CH:21]4[CH2:23][CH2:22]4)=[CH:14]3)=[N:9]2)=[CH:4][CH:3]=1.[CH:33]1(B(O)O)[CH2:35][CH2:34]1.P([O-])([O-])([O-])=O.[K+].[K+].[K+].C1(P(C2CCCCC2)C2CCCCC2)CCCCC1. (2) Given the product [CH2:13]([O:12][CH2:11][CH:9]([CH:7]1[CH:5]([OH:6])[CH:3]([OH:4])[CH2:2][O:8]1)[OH:10])[CH2:14][CH2:15][CH2:16][CH2:17][CH2:18][CH2:19][CH3:20], predict the reactants needed to synthesize it. The reactants are: O[CH2:2][C@@H:3]([C@H:5]([C@@H:7]([C@@H:9]([CH2:11][OH:12])[OH:10])[OH:8])[OH:6])[OH:4].[CH:13](=O)[CH2:14][CH2:15][CH2:16][CH2:17][CH2:18][CH2:19][CH3:20].C(OCCCCCCCC)CCCCCCC. (3) Given the product [CH2:13]([C:12]1[S:11][C:10]([C:15]([O:17][CH3:18])=[O:16])=[CH:9][C:8]=1[C:7]1[N:6]([CH3:19])[N:5]=[CH:4][C:3]=1[CH2:1][CH3:2])[CH3:14], predict the reactants needed to synthesize it. The reactants are: [CH:1]([C:3]1[CH:4]=[N:5][N:6]([CH3:19])[C:7]=1[C:8]1[CH:9]=[C:10]([C:15]([O:17][CH3:18])=[O:16])[S:11][C:12]=1[CH2:13][CH3:14])=[CH2:2]. (4) Given the product [F:20][C:19]([F:22])([F:21])[S:16]([O:12][C:11]1[C:2]([Br:1])=[C:3]2[C:8](=[CH:9][C:10]=1[CH3:13])[N:7]=[C:6]([CH3:14])[CH:5]=[CH:4]2)(=[O:17])=[O:15], predict the reactants needed to synthesize it. The reactants are: [Br:1][C:2]1[C:11]([OH:12])=[C:10]([CH3:13])[CH:9]=[C:8]2[C:3]=1[CH:4]=[CH:5][C:6]([CH3:14])=[N:7]2.[O:15](S(C(F)(F)F)(=O)=O)[S:16]([C:19]([F:22])([F:21])[F:20])(=O)=[O:17]. (5) Given the product [Br:1][C:2]1[CH:3]=[N:4][C:5]2[N:6]([N:8]=[C:9]([C:11]([N:19]3[CH2:18][CH2:17][N:16]4[CH:20]=[CH:21][CH:22]=[C:15]4[CH2:14]3)=[O:13])[CH:10]=2)[CH:7]=1, predict the reactants needed to synthesize it. The reactants are: [Br:1][C:2]1[CH:3]=[N:4][C:5]2[N:6]([N:8]=[C:9]([C:11]([OH:13])=O)[CH:10]=2)[CH:7]=1.[CH2:14]1[NH:19][CH2:18][CH2:17][N:16]2[CH:20]=[CH:21][CH:22]=[C:15]12.